Task: Predict the product of the given reaction.. Dataset: Forward reaction prediction with 1.9M reactions from USPTO patents (1976-2016) (1) Given the reactants BrC1C=C[C:5](NCC(OC)=O)=[N:6]C=1.[Cl:14][C:15]1[CH:16]=[CH:17][CH:18]=[C:19]2[C:23]=1[NH:22][CH:21]=[C:20]2[CH:24]=O.CN1C2C(=CC=CC=2)C(C)=C1C=O, predict the reaction product. The product is: [Cl:14][C:15]1[CH:16]=[CH:17][CH:18]=[C:19]2[C:23]=1[NH:22][CH:21]=[C:20]2[CH2:24][NH:6][CH3:5]. (2) Given the reactants [Cl:1][C:2]1[CH:7]=[C:6]([O:8][C:9]2[C:18]3[C:13](=[CH:14][C:15]([O:21][CH3:22])=[C:16]([O:19][CH3:20])[CH:17]=3)[N:12]=[CH:11][CH:10]=2)[CH:5]=[CH:4][C:3]=1[NH:23][C:24]([NH:26][C:27]1[CH:31]=[C:30]([CH3:32])[O:29][N:28]=1)=[O:25].CO.[CH3:35][S:36]([OH:39])(=[O:38])=[O:37], predict the reaction product. The product is: [CH3:9][C:18]1[CH:13]=[CH:14][C:15]([S:36]([OH:39])(=[O:38])=[O:37])=[CH:16][CH:17]=1.[CH3:35][S:36]([OH:39])(=[O:38])=[O:37].[Cl:1][C:2]1[CH:7]=[C:6]([O:8][C:9]2[C:18]3[C:13](=[CH:14][C:15]([O:21][CH3:22])=[C:16]([O:19][CH3:20])[CH:17]=3)[N:12]=[CH:11][CH:10]=2)[CH:5]=[CH:4][C:3]=1[NH:23][C:24]([NH:26][C:27]1[CH:31]=[C:30]([CH3:32])[O:29][N:28]=1)=[O:25]. (3) Given the reactants Cl[C:2]1[N:7]=[C:6]([NH2:8])[C:5]([C:9]2[NH:13][N:12]=[N:11][N:10]=2)=[CH:4][N:3]=1.CCN(C(C)C)C(C)C.[CH2:23]([NH2:30])[C:24]1[CH:29]=[CH:28][CH:27]=[CH:26][CH:25]=1, predict the reaction product. The product is: [CH2:23]([NH:30][C:2]1[N:7]=[C:6]([NH2:8])[C:5]([C:9]2[NH:13][N:12]=[N:11][N:10]=2)=[CH:4][N:3]=1)[C:24]1[CH:29]=[CH:28][CH:27]=[CH:26][CH:25]=1. (4) Given the reactants [O:1]=[C:2]1[CH2:19][C:18](=O)[C:5]2([CH2:10][N:9]([C:11]([O:13][C:14]([CH3:17])([CH3:16])[CH3:15])=[O:12])[CH2:8][CH2:7][CH2:6]2)[CH2:4][N:3]1[CH2:21][C:22]1[C:27]([O:28][CH3:29])=[CH:26][C:25]([O:30][CH3:31])=[CH:24][C:23]=1[O:32][CH3:33].C([O-])(=O)C.[NH4+:38].C(O)(=O)C.Br[CH2:44][C:45]([C:47]1[CH:52]=[CH:51][N:50]=[C:49]([Cl:53])[N:48]=1)=O, predict the reaction product. The product is: [C:14]([O:13][C:11]([N:9]1[CH2:8][CH2:7][CH2:6][C:5]2([CH2:4][N:3]([CH2:21][C:22]3[C:27]([O:28][CH3:29])=[CH:26][C:25]([O:30][CH3:31])=[CH:24][C:23]=3[O:32][CH3:33])[C:2](=[O:1])[C:19]3[CH:44]=[C:45]([C:47]4[CH:52]=[CH:51][N:50]=[C:49]([Cl:53])[N:48]=4)[NH:38][C:18]2=3)[CH2:10]1)=[O:12])([CH3:16])([CH3:15])[CH3:17]. (5) Given the reactants [Cl:1][C:2]1[CH:11]=[CH:10][C:5]([C:6]([O:8]C)=[O:7])=[C:4]([CH3:12])[N:3]=1.[OH-].[K+].Cl, predict the reaction product. The product is: [Cl:1][C:2]1[CH:11]=[CH:10][C:5]([C:6]([OH:8])=[O:7])=[C:4]([CH3:12])[N:3]=1. (6) Given the reactants Cl[C:2]1[CH:7]=[CH:6][CH:5]=[C:4]([C:8]([F:11])([F:10])[F:9])[N:3]=1.[OH:12][C:13]1[CH:20]=[CH:19][C:16]([CH:17]=[O:18])=[CH:15][CH:14]=1, predict the reaction product. The product is: [F:9][C:8]([F:11])([F:10])[C:4]1[N:3]=[C:2]([O:12][C:13]2[CH:20]=[CH:19][C:16]([CH:17]=[O:18])=[CH:15][CH:14]=2)[CH:7]=[CH:6][CH:5]=1.